The task is: Regression. Given two drug SMILES strings and cell line genomic features, predict the synergy score measuring deviation from expected non-interaction effect.. This data is from NCI-60 drug combinations with 297,098 pairs across 59 cell lines. (1) Drug 1: CC1=C(C=C(C=C1)NC2=NC=CC(=N2)N(C)C3=CC4=NN(C(=C4C=C3)C)C)S(=O)(=O)N.Cl. Drug 2: CC(C)NC(=O)C1=CC=C(C=C1)CNNC.Cl. Cell line: M14. Synergy scores: CSS=-5.34, Synergy_ZIP=4.37, Synergy_Bliss=0.276, Synergy_Loewe=-3.49, Synergy_HSA=-4.78. (2) Drug 1: CC1=C(C=C(C=C1)NC2=NC=CC(=N2)N(C)C3=CC4=NN(C(=C4C=C3)C)C)S(=O)(=O)N.Cl. Drug 2: C1CC(=O)NC(=O)C1N2CC3=C(C2=O)C=CC=C3N. Cell line: BT-549. Synergy scores: CSS=5.06, Synergy_ZIP=7.42, Synergy_Bliss=2.68, Synergy_Loewe=-0.190, Synergy_HSA=0.150. (3) Drug 1: CCN(CC)CCNC(=O)C1=C(NC(=C1C)C=C2C3=C(C=CC(=C3)F)NC2=O)C. Drug 2: CC(C)NC(=O)C1=CC=C(C=C1)CNNC.Cl. Cell line: SN12C. Synergy scores: CSS=-7.75, Synergy_ZIP=2.62, Synergy_Bliss=-1.38, Synergy_Loewe=-5.22, Synergy_HSA=-6.26. (4) Drug 1: CN(CC1=CN=C2C(=N1)C(=NC(=N2)N)N)C3=CC=C(C=C3)C(=O)NC(CCC(=O)O)C(=O)O. Drug 2: CC1C(C(CC(O1)OC2CC(CC3=C2C(=C4C(=C3O)C(=O)C5=CC=CC=C5C4=O)O)(C(=O)C)O)N)O. Cell line: TK-10. Synergy scores: CSS=44.7, Synergy_ZIP=-7.64, Synergy_Bliss=-11.4, Synergy_Loewe=-21.1, Synergy_HSA=-9.12.